From a dataset of Reaction yield outcomes from USPTO patents with 853,638 reactions. Predict the reaction yield, written as a fraction of the theoretical maximum amount of product (1.0 means a 100% yield; for example, 0.34 means a 34% yield). (1) The reactants are O=[C:2]1[CH2:6][S:5][CH2:4][CH:3]1[C:7]([O:9][CH3:10])=[O:8].[ClH:11].[NH2:12]O. The catalyst is C(#N)C. The product is [ClH:11].[NH2:12][C:2]1[C:3]([C:7]([O:9][CH3:10])=[O:8])=[CH:4][S:5][CH:6]=1. The yield is 0.620. (2) The reactants are [CH2:1]([O:3][C:4]([CH:6]1[CH2:11][CH2:10][N:9]([C@@H:12]2[CH2:17][CH2:16][CH2:15][CH2:14][C@@H:13]2[C:18]2[CH:23]=[CH:22][C:21]([F:24])=[CH:20][CH:19]=2)[CH2:8][CH2:7]1)=[O:5])[CH3:2].[F:25][C:26]1[CH:36]=[CH:35][C:29](/[CH:30]=[CH:31]/[N+:32]([O-:34])=[O:33])=[CH:28][CH:27]=1. No catalyst specified. The product is [CH2:1]([O:3][C:4]([C:6]1([CH:30]([C:29]2[CH:35]=[CH:36][C:26]([F:25])=[CH:27][CH:28]=2)[CH2:31][N+:32]([O-:34])=[O:33])[CH2:7][CH2:8][N:9]([C@@H:12]2[CH2:17][CH2:16][CH2:15][CH2:14][C@@H:13]2[C:18]2[CH:19]=[CH:20][C:21]([F:24])=[CH:22][CH:23]=2)[CH2:10][CH2:11]1)=[O:5])[CH3:2]. The yield is 0.770. (3) No catalyst specified. The yield is 0.940. The product is [Cl:21][CH2:12][C:5]1[CH:4]=[C:3]([O:2][CH3:1])[C:8]2[O:9][CH2:10][O:11][C:7]=2[CH:6]=1. The reactants are [CH3:1][O:2][C:3]1[C:8]2[O:9][CH2:10][O:11][C:7]=2[CH:6]=[C:5]([CH2:12]O)[CH:4]=1.C([O-])(O)=O.[Na+].O=S(Cl)[Cl:21]. (4) The reactants are [CH2:1]([C:3]1[CH:17]=[CH:16][C:6]([CH2:7][C:8]2[CH:13]=[CH:12][N:11]=[N:10][C:9]=2[O:14]C)=[CH:5][CH:4]=1)[CH3:2].C(Cl)(Cl)Cl. The catalyst is CO. The product is [CH2:1]([C:3]1[CH:4]=[CH:5][C:6]([CH2:7][C:8]2[C:9](=[O:14])[NH:10][N:11]=[CH:12][CH:13]=2)=[CH:16][CH:17]=1)[CH3:2]. The yield is 0.690. (5) The reactants are [C:1]([O:5][C:6]([N:8]([C:34]([O:36][C:37]([CH3:40])([CH3:39])[CH3:38])=[O:35])[C:9]1[N:14]=[C:13]([C:15](OC)=[O:16])[CH:12]=[C:11]([N:19]([C:27]([O:29][C:30]([CH3:33])([CH3:32])[CH3:31])=[O:28])[C:20]([O:22][C:23]([CH3:26])([CH3:25])[CH3:24])=[O:21])[N:10]=1)=[O:7])([CH3:4])([CH3:3])[CH3:2].C(OC(OC(C)(C)C)=O)(OC(C)(C)C)=O.C(N(CC)CC)C. The catalyst is O1CCCC1.CN(C1C=CC=CN=1)C. The product is [C:37]([O:36][C:34]([N:8]([C:6]([O:5][C:1]([CH3:4])([CH3:3])[CH3:2])=[O:7])[C:9]1[N:14]=[C:13]([CH2:15][OH:16])[CH:12]=[C:11]([N:19]([C:27]([O:29][C:30]([CH3:33])([CH3:32])[CH3:31])=[O:28])[C:20]([O:22][C:23]([CH3:25])([CH3:26])[CH3:24])=[O:21])[N:10]=1)=[O:35])([CH3:38])([CH3:39])[CH3:40]. The yield is 0.540. (6) The reactants are [CH3:1][C:2]1[N:10]=[CH:9][CH:8]=[CH:7][C:3]=1[C:4](O)=[O:5].C(Cl)(=O)C([Cl:14])=O. The catalyst is C(Cl)Cl.CN(C=O)C. The product is [CH3:1][C:2]1[N:10]=[CH:9][CH:8]=[CH:7][C:3]=1[C:4]([Cl:14])=[O:5]. The yield is 1.00.